This data is from Forward reaction prediction with 1.9M reactions from USPTO patents (1976-2016). The task is: Predict the product of the given reaction. Given the reactants [CH3:1][N:2]([CH3:34])[C:3]1([C:28]2[CH:33]=[CH:32][CH:31]=[CH:30][CH:29]=2)[CH2:8][CH2:7][CH:6]([CH2:9][C:10]([NH:12][CH2:13][CH2:14][CH2:15][CH2:16][CH2:17][CH2:18][C:19]2[C:27]3[C:22](=[CH:23][CH:24]=[CH:25][CH:26]=3)[NH:21][CH:20]=2)=[O:11])[CH2:5][CH2:4]1.[ClH:35], predict the reaction product. The product is: [ClH:35].[CH3:34][N:2]([CH3:1])[C:3]1([C:28]2[CH:29]=[CH:30][CH:31]=[CH:32][CH:33]=2)[CH2:8][CH2:7][CH:6]([CH2:9][C:10]([NH:12][CH2:13][CH2:14][CH2:15][CH2:16][CH2:17][CH2:18][C:19]2[C:27]3[C:22](=[CH:23][CH:24]=[CH:25][CH:26]=3)[NH:21][CH:20]=2)=[O:11])[CH2:5][CH2:4]1.